Regression. Given a peptide amino acid sequence and an MHC pseudo amino acid sequence, predict their binding affinity value. This is MHC class I binding data. From a dataset of Peptide-MHC class I binding affinity with 185,985 pairs from IEDB/IMGT. (1) The peptide sequence is KSYNYMLL. The MHC is H-2-Db with pseudo-sequence H-2-Db. The binding affinity (normalized) is 0.0505. (2) The binding affinity (normalized) is 0.248. The peptide sequence is RQDILDLWIY. The MHC is HLA-A29:02 with pseudo-sequence HLA-A29:02.